This data is from Full USPTO retrosynthesis dataset with 1.9M reactions from patents (1976-2016). The task is: Predict the reactants needed to synthesize the given product. (1) Given the product [CH:3]([C:6]1[C:15]([CH3:16])=[C:14]([O:17][C:34]([CH:36]2[CH2:38][CH2:37]2)=[O:33])[C:13]2[C:8](=[CH:9][C:10]([F:19])=[C:11]([F:18])[CH:12]=2)[N:7]=1)([CH3:5])[CH3:4], predict the reactants needed to synthesize it. The reactants are: [H-].[Na+].[CH:3]([C:6]1[C:15]([CH3:16])=[C:14]([OH:17])[C:13]2[C:8](=[CH:9][C:10]([F:19])=[C:11]([F:18])[CH:12]=2)[N:7]=1)([CH3:5])[CH3:4].C(C1C(C)=C([O:33][C:34]([CH:36]2[CH2:38][CH2:37]2)=O)C2C(=CC(F)=C(F)C=2)N=1)C.C(C1C(C)=C(OC(C2CC2)=O)C2C(=CC=C(F)C=2F)N=1)C. (2) Given the product [OH:41][CH2:42][C:4]1([CH2:5][O:6][C@H:7]2[CH2:12][CH2:11][C@H:10]([N:13]3[C:18](=[O:19])[C:17]([CH2:20][C:21]4[CH:22]=[CH:23][C:24]([C:27]5[C:28]([C:33]#[N:34])=[CH:29][CH:30]=[CH:31][CH:32]=5)=[CH:25][CH:26]=4)=[C:16]([CH2:35][CH2:36][CH3:37])[N:15]4[N:38]=[CH:39][N:40]=[C:14]34)[CH2:9][CH2:8]2)[CH2:3][CH2:2][CH2:1]1, predict the reactants needed to synthesize it. The reactants are: [CH2:1]1[C:4]2([CH2:42][O:41][C:7]3([CH2:12][CH2:11][CH:10]([N:13]4[C:18](=[O:19])[C:17]([CH2:20][C:21]5[CH:26]=[CH:25][C:24]([C:27]6[C:28]([C:33]#[N:34])=[CH:29][CH:30]=[CH:31][CH:32]=6)=[CH:23][CH:22]=5)=[C:16]([CH2:35][CH2:36][CH3:37])[N:15]5[N:38]=[CH:39][N:40]=[C:14]45)[CH2:9][CH2:8]3)[O:6][CH2:5]2)[CH2:3][CH2:2]1.C([BH3-])#N.[Na+].O1CCCC1. (3) Given the product [CH3:6][O:7][C:8]1[CH:22]=[CH:21][C:11]([O:12][CH2:13][C:14]([CH3:19])([CH3:20])[CH2:15][OH:16])=[CH:10][CH:9]=1, predict the reactants needed to synthesize it. The reactants are: C1COCC1.[CH3:6][O:7][C:8]1[CH:22]=[CH:21][C:11]([O:12][CH2:13][C:14]([CH3:20])([CH3:19])[C:15](OC)=[O:16])=[CH:10][CH:9]=1.[H-].[H-].[H-].[H-].[Li+].[Al+3].CC(=O)OCC. (4) Given the product [O:7]([C:8]1[CH:15]=[CH:14][C:13]([B:17]2[O:21][C:20]([CH3:23])([CH3:22])[C:19]([CH3:25])([CH3:24])[O:18]2)=[CH:12][C:9]=1[C:10]#[N:11])[C:6]1[CH:5]=[CH:4][CH:3]=[CH:2][CH:16]=1, predict the reactants needed to synthesize it. The reactants are: Br[C:2]1[CH:3]=[CH:4][CH:5]=[C:6]([CH:16]=1)[O:7][C:8]1[CH:15]=[CH:14][CH:13]=[CH:12][C:9]=1[C:10]#[N:11].[B:17]1([B:17]2[O:21][C:20]([CH3:23])([CH3:22])[C:19]([CH3:25])([CH3:24])[O:18]2)[O:21][C:20]([CH3:23])([CH3:22])[C:19]([CH3:25])([CH3:24])[O:18]1.C([O-])(=O)C.[K+].ClCCl. (5) Given the product [NH2:1][C:2]1[N:7]=[C:6]([C:8]2[CH:9]=[C:10]3[C:11]([C:12]([NH2:13])=[N:34][NH:35]3)=[CH:14][CH:15]=2)[CH:5]=[C:4]([N:17]2[CH2:22][CH2:21][O:33][CH:19]([C:23]3[NH:27][C:26]4[CH:28]=[CH:29][C:30]([F:32])=[CH:31][C:25]=4[N:24]=3)[CH2:18]2)[N:3]=1, predict the reactants needed to synthesize it. The reactants are: [NH2:1][C:2]1[N:7]=[C:6]([C:8]2[CH:15]=[CH:14][C:11]([C:12]#[N:13])=[C:10](F)[CH:9]=2)[CH:5]=[C:4]([N:17]2[CH2:22][CH2:21]O[CH:19]([C:23]3[NH:27][C:26]4[CH:28]=[CH:29][C:30]([F:32])=[CH:31][C:25]=4[N:24]=3)[CH2:18]2)[N:3]=1.[OH2:33].[NH2:34][NH2:35]. (6) The reactants are: C[C:2]([CH3:5])([O-:4])C.[K+].[Cl:7][C:8]1[CH:13]=[CH:12][C:11]([C:14]([CH3:18])([CH3:17])[CH:15]=O)=[CH:10][CH:9]=1.C1C[O:22][CH2:21][CH2:20]1. Given the product [Cl:7][C:8]1[CH:13]=[CH:12][C:11]([C:14]([CH3:18])([CH3:17])[CH:15]=[CH:20][C:21]([O:4][CH2:2][CH3:5])=[O:22])=[CH:10][CH:9]=1, predict the reactants needed to synthesize it. (7) Given the product [F:32][C:26]1[CH:27]=[CH:28][CH:29]=[C:30]([F:31])[C:25]=1[NH:24][C:22](=[O:23])[C:21]1[CH:33]=[C:17]([C:9]2[N:10]=[C:11]3[CH:16]=[CH:15][CH:14]=[CH:13][N:12]3[C:8]=2[C:6]2[CH:5]=[CH:4][N:3]=[C:2]([NH:42][C:41]3[CH:43]=[C:37]([CH3:36])[C:38]([CH:46]4[CH2:47][CH2:48][N:49]([CH2:52][CH2:53][S:54]([CH3:57])(=[O:56])=[O:55])[CH2:50][CH2:51]4)=[CH:39][C:40]=3[O:44][CH3:45])[N:7]=2)[CH:18]=[CH:19][C:20]=1[O:34][CH3:35], predict the reactants needed to synthesize it. The reactants are: Cl[C:2]1[N:7]=[C:6]([C:8]2[N:12]3[CH:13]=[CH:14][CH:15]=[CH:16][C:11]3=[N:10][C:9]=2[C:17]2[CH:18]=[CH:19][C:20]([O:34][CH3:35])=[C:21]([CH:33]=2)[C:22]([NH:24][C:25]2[C:30]([F:31])=[CH:29][CH:28]=[CH:27][C:26]=2[F:32])=[O:23])[CH:5]=[CH:4][N:3]=1.[CH3:36][C:37]1[C:38]([CH:46]2[CH2:51][CH2:50][N:49]([CH2:52][CH2:53][S:54]([CH3:57])(=[O:56])=[O:55])[CH2:48][CH2:47]2)=[CH:39][C:40]([O:44][CH3:45])=[C:41]([CH:43]=1)[NH2:42].C1(C)C=CC(S(O)(=O)=O)=CC=1.C(O)C(F)(F)F.C[O-].[Na+].